This data is from Experimentally validated miRNA-target interactions with 360,000+ pairs, plus equal number of negative samples. The task is: Binary Classification. Given a miRNA mature sequence and a target amino acid sequence, predict their likelihood of interaction. (1) The miRNA is mmu-miR-5127 with sequence UCUCCCAACCCUUUUCCCA. The protein sequence of the target gene is MASSTTASLGFHYETKYVVLSYLGLLSQEKQQGPSPPGVQLDVAPQSLNPEVLLKLKSEIEEELKTLDKEVSEAFTSTGFDCHTSPVFSPANPESSIEDCLAHLGERVSQDLKEPLQKALQTILSQPVTYEAYRECTVETAVHASGWNKLLVPLVLLQHLLLELTRRGQEPLRMLLQFGVMYLEEHAAEFIIQQGGWGSVFSLEPEEEEYPGIIAEDSNDIYILPSDNSGQVSPPESPTVTTSWQSESLPVSLSASQSWHTESLPVSLGPESWQQIAMDPEEVKSLDSSGAGEKSENNSS.... Result: 0 (no interaction). (2) The miRNA is gga-miR-21-5p with sequence UAGCUUAUCAGACUGAUGUUGA. The protein sequence of the target gene is MFSCFCFSLQDNSFSSTTVTECDEDPVSLHEDQTDCSSLRDENNKENYPDAGALVEEHAPPSWEPQQQNVEATVLVDSVLRPSMGNFKSRKPKSIFKAESGRSHGESQETEHVVSSQSECQVRAGTPAHESPQNNAFKCQETVRLQPRIDQRTAISPKDAFETRQDLNEEEAAQVHGVKDPAPASTQSVLADGTDSADPSPVHKDGQNEADSAPEDLHSVGTSRLLYHITDGDNPLLSPRCSIFSQSQRFNLDPESAPSPPSTQQFMMPRSSSRCSCGDGKEPQTITQLTKHIQSLKRKI.... Result: 0 (no interaction).